From a dataset of Reaction yield outcomes from USPTO patents with 853,638 reactions. Predict the reaction yield, written as a fraction of the theoretical maximum amount of product (1.0 means a 100% yield; for example, 0.34 means a 34% yield). (1) The reactants are [OH:1][CH2:2][C:3]1[CH:12]=[C:11]2[C:6]([CH:7]=[C:8]([C:14]3[N:15]=[C:16]4[CH:21]=[CH:20][C:19]([CH3:22])=[CH:18][N:17]4[CH:23]=3)[C:9](=[O:13])[O:10]2)=[CH:5][CH:4]=1.C(N(CC)C(C)C)(C)C.[CH3:33][S:34](Cl)(=[O:36])=[O:35]. The catalyst is C(Cl)Cl. The product is [CH3:33][S:34]([O:1][CH2:2][C:3]1[CH:12]=[C:11]2[C:6]([CH:7]=[C:8]([C:14]3[N:15]=[C:16]4[CH:21]=[CH:20][C:19]([CH3:22])=[CH:18][N:17]4[CH:23]=3)[C:9](=[O:13])[O:10]2)=[CH:5][CH:4]=1)(=[O:36])=[O:35]. The yield is 0.920. (2) The reactants are C(N(CC)CC)C.[N:8]1([C:14]([O:16][C:17]([CH3:20])([CH3:19])[CH3:18])=[O:15])[CH2:13][CH2:12][NH:11][CH2:10][CH2:9]1.Cl[C:22]1[C:23]2[C@H:30]([CH3:31])[CH2:29][CH2:28][C:24]=2[N:25]=[CH:26][N:27]=1.C(OCC)(=O)C. The catalyst is CCCCO. The product is [CH3:31][C@H:30]1[C:23]2[C:22]([N:11]3[CH2:12][CH2:13][N:8]([C:14]([O:16][C:17]([CH3:20])([CH3:19])[CH3:18])=[O:15])[CH2:9][CH2:10]3)=[N:27][CH:26]=[N:25][C:24]=2[CH2:28][CH2:29]1. The yield is 0.741.